Dataset: M1 muscarinic receptor agonist screen with 61,833 compounds. Task: Binary Classification. Given a drug SMILES string, predict its activity (active/inactive) in a high-throughput screening assay against a specified biological target. (1) The drug is s1c2c(CCCC2)c2c1NC(NC2=O)c1ccncc1. The result is 0 (inactive). (2) The compound is S(c1n(CC)c(nn1)c1sccc1)CC(=O)NC(=O)Nc1cc2OCCOc2cc1. The result is 0 (inactive). (3) The molecule is S(=O)(=O)(N1CCOCC1)c1cc(C(=O)NC(C(C)C)C(=O)NCCc2ncccc2)ccc1. The result is 0 (inactive). (4) The drug is O=C1NCCN(C1CC(O)=O)C. The result is 0 (inactive). (5) The compound is S(=O)(=O)(N1C(CCC1)C(=O)Nc1sc(nn1)CC)c1ccc(cc1)C. The result is 0 (inactive). (6) The drug is O=C(N1CCN(CC1)c1ncccc1)c1c2c(nc(c1)c1ccc(OC)cc1)cccc2. The result is 0 (inactive). (7) The molecule is S(=O)(=O)(N1CCOCC1)c1ccc(NC(=O)c2occc2)cc1. The result is 0 (inactive).